Dataset: Full USPTO retrosynthesis dataset with 1.9M reactions from patents (1976-2016). Task: Predict the reactants needed to synthesize the given product. Given the product [CH3:13][N:14]([CH3:16])[CH:15]=[C:5]([S:2]([CH3:1])(=[O:4])=[O:3])[C:6]([O:8][CH2:9][CH3:10])=[O:7], predict the reactants needed to synthesize it. The reactants are: [CH3:1][S:2]([CH2:5][C:6]([O:8][CH2:9][CH3:10])=[O:7])(=[O:4])=[O:3].CO[CH:13](OC)[N:14]([CH3:16])[CH3:15].